The task is: Predict the reactants needed to synthesize the given product.. This data is from Full USPTO retrosynthesis dataset with 1.9M reactions from patents (1976-2016). (1) Given the product [Br:5][C:6]1[CH:7]=[C:8]([C:13](=[O:29])[CH:14]=[C:15]([C:21]2[CH:22]=[C:23]([Cl:28])[CH:24]=[C:25]([Cl:27])[CH:26]=2)[C:16]([F:17])([F:18])[F:19])[CH:9]=[CH:10][C:11]=1[F:12], predict the reactants needed to synthesize it. The reactants are: S(Cl)(Cl)=O.[Br:5][C:6]1[CH:7]=[C:8]([C:13](=[O:29])[CH2:14][C:15]([C:21]2[CH:26]=[C:25]([Cl:27])[CH:24]=[C:23]([Cl:28])[CH:22]=2)(O)[C:16]([F:19])([F:18])[F:17])[CH:9]=[CH:10][C:11]=1[F:12].N1C=CC=CC=1.Cl. (2) The reactants are: [C:1]([O:5][C:6](=[O:23])[NH:7][CH:8]([C:15]1[CH:20]=[CH:19][C:18]([Cl:21])=[C:17]([Cl:22])[CH:16]=1)[C:9](=[O:14])N(OC)C)([CH3:4])([CH3:3])[CH3:2].Br[C:25]1[C:26]([CH3:38])=[CH:27][C:28]([O:31][CH:32]2[CH2:37][CH2:36][O:35][CH2:34][CH2:33]2)=[N:29][CH:30]=1. Given the product [C:1]([O:5][C:6](=[O:23])[NH:7][CH:8]([C:15]1[CH:20]=[CH:19][C:18]([Cl:21])=[C:17]([Cl:22])[CH:16]=1)[C:9]([C:25]1[CH:30]=[N:29][C:28]([O:31][CH:32]2[CH2:33][CH2:34][O:35][CH2:36][CH2:37]2)=[CH:27][C:26]=1[CH3:38])=[O:14])([CH3:2])([CH3:3])[CH3:4], predict the reactants needed to synthesize it. (3) Given the product [CH:1]1([CH2:11][OH:12])[CH2:6][CH2:5][CH:4]([CH2:7][OH:8])[CH2:3][CH2:2]1, predict the reactants needed to synthesize it. The reactants are: [CH:1]1([C:11](OC)=[O:12])[CH2:6][CH2:5][CH:4]([C:7](OC)=[O:8])[CH2:3][CH2:2]1.[H][H]. (4) Given the product [C:1]([O:6][CH:7]1[CH2:12][CH2:11][CH2:10][CH2:9][O:8]1)(=[O:5])[C:2]([CH3:4])=[CH2:3].[C:13]([O:16][C:17]1[CH:24]=[CH:23][C:20]([CH:21]=[CH2:22])=[CH:19][CH:18]=1)(=[O:15])[CH3:14].[C:25]([O:30][CH2:31][CH2:32][OH:33])(=[O:29])[C:26]([CH3:28])=[CH2:27].[C:13]([O:16][CH:17]([CH3:24])[CH2:18][O:38][CH3:37])(=[O:15])[CH3:14].[CH3:25][O:30][CH2:31][CH2:32][O:33][CH2:10][CH2:9][O:8][CH2:7][CH3:12], predict the reactants needed to synthesize it. The reactants are: [C:1]([O:6][CH:7]1[CH2:12][CH2:11][CH2:10][CH2:9][O:8]1)(=[O:5])[C:2]([CH3:4])=[CH2:3].[C:13]([O:16][C:17]1[CH:24]=[CH:23][C:20]([CH:21]=[CH2:22])=[CH:19][CH:18]=1)(=[O:15])[CH3:14].[C:25]([O:30][CH2:31][CH2:32][OH:33])(=[O:29])[C:26]([CH3:28])=[CH2:27].N(C(C)(CC)C([O-])=O)=NC(C)(CC)[C:37]([O-])=[O:38]. (5) Given the product [N:6]1([C:9]2[C:18]3[C:13](=[CH:14][CH:15]=[CH:16][CH:17]=3)[CH:12]=[C:11]([C:19]3[CH:24]=[CH:23][C:22]([O:25][CH3:26])=[CH:21][CH:20]=3)[N:10]=2)[CH2:7][CH2:8][NH:3][CH2:4][CH2:5]1, predict the reactants needed to synthesize it. The reactants are: C([N:3]1[CH2:8][CH2:7][N:6]([C:9]2[C:18]3[C:13](=[CH:14][CH:15]=[CH:16][CH:17]=3)[CH:12]=[C:11]([C:19]3[CH:24]=[CH:23][C:22]([O:25][CH3:26])=[CH:21][CH:20]=3)[N:10]=2)[CH2:5][CH2:4]1)=O.[OH-].[Na+]. (6) The reactants are: CC(C)CO[C:5]([C:7]1[C:8](=[O:37])[N:9]([CH2:19][C:20]2[CH:25]=[CH:24][C:23]([O:26][CH2:27][CH2:28][N:29]([CH2:31][CH2:32][O:33][CH3:34])[CH3:30])=[C:22]([F:35])[C:21]=2[F:36])[N:10]([CH3:18])[C:11]2([C:16]=1[OH:17])C[CH2:14][CH2:13][CH2:12]2)=[O:6].C[C:40]1[C:41]([C:50]2[CH:56]=[C:55]([C:57]([F:60])([F:59])[F:58])[CH:54]=[CH:53][C:51]=2[NH2:52])=[N:42][CH:43]=[N:44][C:45]=1[C:46]([F:49])([F:48])[F:47]. Given the product [F:36][C:21]1[C:22]([F:35])=[C:23]([O:26][CH:27]2[CH2:30][N:29]([CH2:31][CH2:32][O:33][CH3:34])[CH2:28]2)[CH:24]=[CH:25][C:20]=1[CH2:19][N:9]1[C:8](=[O:37])[C:7]([C:5]([NH:52][C:51]2[CH:53]=[CH:54][C:55]([C:57]([F:58])([F:59])[F:60])=[CH:56][C:50]=2[C:41]2[CH:40]=[C:45]([C:46]([F:49])([F:48])[F:47])[N:44]=[CH:43][N:42]=2)=[O:6])=[C:16]([OH:17])[C:11]2([CH2:14][CH2:13][CH2:12]2)[N:10]1[CH3:18], predict the reactants needed to synthesize it. (7) The reactants are: [Br:1][C:2]1[C:6](I)=[C:5]([C:8]2[CH:13]=[CH:12][C:11]([F:14])=[CH:10][C:9]=2[Cl:15])[N:4]([CH3:16])[N:3]=1.C([Li])CCC.[F:22][C:23]1[CH:30]=[C:29]([F:31])[CH:28]=[CH:27][C:24]=1[CH:25]=[O:26].[Cl-].[NH4+]. Given the product [Br:1][C:2]1[C:6]([CH:25]([C:24]2[CH:27]=[CH:28][C:29]([F:31])=[CH:30][C:23]=2[F:22])[OH:26])=[C:5]([C:8]2[CH:13]=[CH:12][C:11]([F:14])=[CH:10][C:9]=2[Cl:15])[N:4]([CH3:16])[N:3]=1, predict the reactants needed to synthesize it. (8) Given the product [N+:30]([C:21]1[CH:22]=[N:23][C:24]2[C:29]([C:20]=1[NH:8][CH2:9][CH2:10][NH:11][C:12](=[O:18])[O:13][C:14]([CH3:15])([CH3:17])[CH3:16])=[CH:28][CH:27]=[CH:26][CH:25]=2)([O-:32])=[O:31], predict the reactants needed to synthesize it. The reactants are: C(N(CC)CC)C.[NH2:8][CH2:9][CH2:10][NH:11][C:12](=[O:18])[O:13][C:14]([CH3:17])([CH3:16])[CH3:15].Cl[C:20]1[C:29]2[C:24](=[CH:25][CH:26]=[CH:27][CH:28]=2)[N:23]=[CH:22][C:21]=1[N+:30]([O-:32])=[O:31].CCCCCC. (9) Given the product [Cl:33][C:25]1[CH:24]=[C:23]([C:21]2[O:20][N:19]=[C:18]([C:13]3[CH:14]=[CH:15][CH:16]=[C:17]4[C:12]=3[CH:11]=[CH:10][N:9]=[C:8]4[C:36]3[CH:37]=[C:38]([CH:42]=[CH:43][CH:44]=3)[C:39]([OH:41])=[O:40])[N:22]=2)[CH:28]=[CH:27][C:26]=1[O:29][CH:30]([CH3:31])[CH3:32], predict the reactants needed to synthesize it. The reactants are: C(=O)([O-])[O-].[Na+].[Na+].Br[C:8]1[C:17]2[C:12](=[C:13]([C:18]3[N:22]=[C:21]([C:23]4[CH:28]=[CH:27][C:26]([O:29][CH:30]([CH3:32])[CH3:31])=[C:25]([Cl:33])[CH:24]=4)[O:20][N:19]=3)[CH:14]=[CH:15][CH:16]=2)[CH:11]=[CH:10][N:9]=1.OB(O)[C:36]1[CH:37]=[C:38]([CH:42]=[CH:43][CH:44]=1)[C:39]([OH:41])=[O:40].